Dataset: Experimentally validated miRNA-target interactions with 360,000+ pairs, plus equal number of negative samples. Task: Binary Classification. Given a miRNA mature sequence and a target amino acid sequence, predict their likelihood of interaction. (1) The miRNA is hsa-miR-4653-3p with sequence UGGAGUUAAGGGUUGCUUGGAGA. The protein sequence of the target gene is MISPFLVLAIGTCLTNSFVPEKERDPSYWRQQAQETLKNALKLQKLNTNVAKNVIMFLGDGMGVSTVTAARILKGQLHHNTGEETRLEMDKFPFVALSKTYNTNAQVPDSAGTATAYLCGVKANEGTVGVSAATERTRCNTTQGNEVTSILRWAKDAGKSVGIVTTTRVNHATPSAAYAHSADRDWYSDNEMPPEALSQGCKDIAYQLMHNIKDIDVIMGGGRKYMYPKNRTDVEYELDEKARGTRLDGLDLISIWKSFKPRHKHSHYVWNRTELLALDPSRVDYLLGLFEPGDMQYELN.... Result: 0 (no interaction). (2) The miRNA is hsa-miR-187-5p with sequence GGCUACAACACAGGACCCGGGC. The protein sequence of the target gene is MSDETVSRSQFSLKTYAVRVFALPVSWYYSLSQIKFSPVAKKLFMVTAVSAVSVIFLAHHFKRRRGKQKGKVLPWEPEHLLLEHTRRAASEKGSSCSSSRQNLTLSLSSTKEKGSQCCNYPNGGLLSRYSGSAQSLGSVQSVNSCHSCACGNSNSWDKADDDDIRLVNIPVTTPENLYLMGMELFEEALRRWEQALTFRSRQAEDEACSSVKLGAGDAIAEESVDDIISSEFIHKLEALLQRAYRLQEEFEATLGGSDPNSIANDTDKDTDMSLRETMDELGLPDAMNMDSADLFASATE.... Result: 0 (no interaction). (3) The miRNA is hsa-miR-4721 with sequence UGAGGGCUCCAGGUGACGGUGG. The protein sequence of the target gene is MTEMSEKENEPDDAATHTPPGTVSTLQETKLQRFKRSLSLKTILRSKSVENFFLRSGSELKCPTEVLLTPPTPLPPPSPPPASTDRGLPTPTPSPCPVPRPLAPLKPVRLHSFQEHVFKRASPCELCHQLIVGNSKQGLRCKTCKVSVHLWCSEEISHQQCPGKTSTSFRRNFSSPLLVHAPPPACAMNKESPPTGTSGKVDPVYETLRYGTSLALMNRSSFSSTSESPTRSLSERDELTEDGEGSIRSSEEGPGDSVFTAPAESEGSGPEEKSPGQQPPKLPLRKDVGPMYSYVALYKF.... Result: 0 (no interaction). (4) The miRNA is hsa-miR-629-3p with sequence GUUCUCCCAACGUAAGCCCAGC. The protein sequence of the target gene is MFSFVDLRLLLLLGATALLTHGQEDIPEVSCIHNGLRVPNGETWKPEVCLICICHNGTAVCDDVQCNEELDCPNPQRREGECCAFCPEEYVSPNSEDVGVEGPKGDPGPQGPRGPVGPPGRDGIPGQPGLPGPPGPPGPPGPPGLGGNFASQMSYGYDEKSAGVSVPGPMGPSGPRGLPGPPGAPGPQGFQGPPGEPGEPGGSGPMGPRGPPGPPGKNGDDGEAGKPGRPGERGPPGPQGARGLPGTAGLPGMKGHRGFSGLDGAKGDAGPAGPKGEPGSPGENGAPGQMGPRGLPGERG.... Result: 0 (no interaction). (5) The miRNA is hsa-miR-5699-3p with sequence UCCUGUCUUUCCUUGUUGGAGC. The protein sequence of the target gene is MDTPPLSDSESESDESLVTDRELQDAFSRGLLKPGLNVVLEGPKKAVNDVNGLKQCLAEFKRDLEWVERLDVTLGPVPEIGGSEAPAPQNKDQKAVDPEDDFQREMSFYRQAQAAVLAVLPRLHQLKVPTKRPTDYFAEMAKSDLQMQKIRQKLQTKQAAMERSEKAKQLRALRKYGKKVQTEVLQKRQQEKAHMMNAIKKYQKGFSDKLDFLEGDQKPLAQRKKAGAKGQQMRKGPSAKRRYKNQKFGFGGKKKGSKWNTRESYDDVSSFRAKTAHGRGLKRPGKKGSNKRPGKRTREK.... Result: 1 (interaction). (6) The miRNA is mmu-miR-804 with sequence UGUGAGUUGUUCCUCACCUGGA. The protein sequence of the target gene is MNWNTKQENVPKPPPYSKTQSSILQHFLMTSTTSQSSFNYSPHNQEASQTSFNYSLHNQEACMYSGNSNSVSQPLLSGRNYITPQTQISVSNMPTRTIVASQSSMERVVSTNGKGPQQPNHNLQTVSSGIMQNVWLPSHTEATISHNPDGGTNMPYMHPPQNQLVTSDTYSMQLQMAPLHSGKVPMTHQGSQGLNHFIPDQLVDWTQYTSNELSYPEYRPPPKQYSYILPATTSLQVKNNQLPTYTQSLQSKHSVPLSSHQYAAEASKRLSALPYSCRYENQHVQNAQPVSKHLPMEVPQ.... Result: 1 (interaction).